From a dataset of Full USPTO retrosynthesis dataset with 1.9M reactions from patents (1976-2016). Predict the reactants needed to synthesize the given product. (1) Given the product [NH3:8].[CH2:1]([N:8]1[CH2:9][CH2:10][CH:11]([N:14]2[C:3]([CH:2]([CH3:7])[CH3:1])=[CH:4][C:5]([CH3:6])=[N:15]2)[CH2:12][CH2:13]1)[C:2]1[CH:3]=[CH:4][CH:5]=[CH:6][CH:7]=1, predict the reactants needed to synthesize it. The reactants are: [CH2:1]([N:8]1[CH2:13][CH2:12][CH:11]([NH:14][NH2:15])[CH2:10][CH2:9]1)[C:2]1[CH:7]=[CH:6][CH:5]=[CH:4][CH:3]=1. (2) Given the product [Br:1][C:2]1[CH:3]=[C:4]([C:7]([NH:9][CH:10]([NH:16][CH:19]2[CH2:26][CH2:25][CH2:24][CH2:23][CH2:22][CH2:21][CH2:20]2)[C:11]([Cl:14])([Cl:13])[Cl:12])=[O:8])[O:5][CH:6]=1, predict the reactants needed to synthesize it. The reactants are: [Br:1][C:2]1[CH:3]=[C:4]([C:7]([NH:9][CH:10](O)[C:11]([Cl:14])([Cl:13])[Cl:12])=[O:8])[O:5][CH:6]=1.[N:16]([CH:19]1[CH2:26][CH2:25][CH2:24][CH2:23][CH2:22][CH2:21][CH2:20]1)=C=O. (3) Given the product [ClH:1].[C:2](=[O:3])([O:4][C:5]1[CH:6]=[CH:7][C:8]([N+:11]([O-:13])=[O:12])=[CH:9][CH:10]=1)[O:22][CH2:21][CH2:20][CH:16]1[CH2:17][CH2:18][CH2:19][N:15]1[CH3:14], predict the reactants needed to synthesize it. The reactants are: [Cl:1][C:2]([O:4][C:5]1[CH:10]=[CH:9][C:8]([N+:11]([O-:13])=[O:12])=[CH:7][CH:6]=1)=[O:3].[CH3:14][N:15]1[CH2:19][CH2:18][CH2:17][CH:16]1[CH2:20][CH2:21][OH:22].